This data is from Peptide-MHC class II binding affinity with 134,281 pairs from IEDB. The task is: Regression. Given a peptide amino acid sequence and an MHC pseudo amino acid sequence, predict their binding affinity value. This is MHC class II binding data. (1) The peptide sequence is AAPEAARSLASSLPG. The MHC is HLA-DQA10401-DQB10402 with pseudo-sequence HLA-DQA10401-DQB10402. The binding affinity (normalized) is 0.393. (2) The peptide sequence is KESWGAIWRIDTPEV. The MHC is DRB1_0301 with pseudo-sequence DRB1_0301. The binding affinity (normalized) is 0.364. (3) The peptide sequence is SNDPVELALYQPDTG. The MHC is DRB1_0101 with pseudo-sequence DRB1_0101. The binding affinity (normalized) is 0.204.